This data is from Reaction yield outcomes from USPTO patents with 853,638 reactions. The task is: Predict the reaction yield, written as a fraction of the theoretical maximum amount of product (1.0 means a 100% yield; for example, 0.34 means a 34% yield). The reactants are I[C:2]1[S:6][N:5]=[C:4]([CH3:7])[CH:3]=1.C(O[B:12]1[O:16][C:15]([CH3:18])([CH3:17])[C:14]([CH3:20])([CH3:19])[O:13]1)(C)C.[Cl-].[Li+].C([Mg+])(C)C.[Cl-].C(O)(=O)C. The catalyst is C1COCC1.CC(OC)(C)C. The product is [CH3:7][C:4]1[CH:3]=[C:2]([B:12]2[O:16][C:15]([CH3:18])([CH3:17])[C:14]([CH3:20])([CH3:19])[O:13]2)[S:6][N:5]=1. The yield is 0.830.